Dataset: Experimentally validated miRNA-target interactions with 360,000+ pairs, plus equal number of negative samples. Task: Binary Classification. Given a miRNA mature sequence and a target amino acid sequence, predict their likelihood of interaction. (1) The miRNA is hsa-miR-346 with sequence UGUCUGCCCGCAUGCCUGCCUCU. The protein sequence of the target gene is MSNNTTIPSKTATDICLTDRQMSLSVSSTEGVLIGTIIPILVLFGISGNILNLTVLLAPNLRTRSNQLLACLAVADIVSLVVILPHSMAHYETFETALWFRKFYGKYKFQIIAMTNWSIATATWLVFVICLERLIIIKYPLSVRKQAKFFTPRNVVTIIVVTTFILTSYNHVSHACAEKLFCNGTQYHVACLGIDSERWFRNEPNPNSEFMKSVVRVAPQVNAIFVVLIPVVLVIIFNVMLILTLRQRTKLFEPSKTIRGDSQFTQLQSKTEHKVTITVTAIVTCFTITQSPSAFVTFLS.... Result: 0 (no interaction). (2) The protein sequence of the target gene is MSTKNFRVSDGDWICPDKKCGNVNFARRTSCNRCGREKTTEAKMMKAGGTEIGKTLAEKSRGLFSANDWQCKTCSNVNWARRSECNMCNTPKYAKLEERTGYGGGFNERENVEYIEREESDGEYDEFGRKKKKYRGKAVGPASILKEVEDKESEGEEEDEDEDLSKYKLDEDEDEDDADLSKYNLDASEEEDSNKKKSNRRSRSKSRSSHSRSSSRSSSPSSSRSRSRSRSRSSSSSQSRSHSGSREHSRSRGSKSRSSSRSHRGSSSPRKRSYSSSSSSPERDRKRSRSRPSSPAVRKK.... The miRNA is hsa-miR-6829-5p with sequence UGGGCUGCUGAGAAGGGGCA. Result: 0 (no interaction). (3) The miRNA is hsa-miR-542-3p with sequence UGUGACAGAUUGAUAACUGAAA. The protein sequence of the target gene is MSQPPPPPPLPPPPPPPEAPQTSSSLAAAASPGGLSKRRDRRILSGSCPDPKCQARLFFPASGSVSIECTECGQRHEQQQLLGVEEVTDPDVVLHNLLRNALLGVTGAPKKNTELVKVMGLSNYHCKLLSPILARYGMDKQTGRAKLLRDMNQGELFDCALLGDRAFLIEPEHVNTVGYGKDRSGSLLYLHDTLEDIKRANKSQECLIPVHVDGDGHCLVHAVSRALVGRELFWHALRENLKQHFQQHLARYQALFHDFIDAAEWEDIINECDPLFVPPEGVPLGLRNIHIFGLANVLHR.... Result: 0 (no interaction).